The task is: Predict the reaction yield, written as a fraction of the theoretical maximum amount of product (1.0 means a 100% yield; for example, 0.34 means a 34% yield).. This data is from Reaction yield outcomes from USPTO patents with 853,638 reactions. (1) The reactants are [CH3:1][C:2]1[C:6]([CH2:7][O:8][C:9]2[CH:14]=[CH:13][C:12]([CH:15]([NH:34]C(=O)OC(C)(C)C)[C:16]([NH:18][CH:19]([C:26]3[CH:31]=[CH:30][C:29]([CH3:32])=[CH:28][C:27]=3[CH3:33])[C:20]3[CH:25]=[CH:24][CH:23]=[CH:22][CH:21]=3)=[O:17])=[CH:11][CH:10]=2)=[C:5]([CH3:42])[O:4][N:3]=1. The catalyst is ClCCl. The product is [NH2:34][CH:15]([C:12]1[CH:11]=[CH:10][C:9]([O:8][CH2:7][C:6]2[C:2]([CH3:1])=[N:3][O:4][C:5]=2[CH3:42])=[CH:14][CH:13]=1)[C:16]([NH:18][CH:19]([C:26]1[CH:31]=[CH:30][C:29]([CH3:32])=[CH:28][C:27]=1[CH3:33])[C:20]1[CH:21]=[CH:22][CH:23]=[CH:24][CH:25]=1)=[O:17]. The yield is 0.940. (2) The reactants are C[O:2][C:3](=[O:40])[CH2:4][O:5][C:6]1[CH:11]=[CH:10][C:9]([C:12]([C:17]2[CH:22]=[CH:21][C:20]([CH2:23][CH2:24][CH:25]([O:30][Si:31]([C:34]([CH3:37])([CH3:36])[CH3:35])([CH3:33])[CH3:32])[C:26]([CH3:29])([CH3:28])[CH3:27])=[C:19]([CH3:38])[CH:18]=2)([CH2:15][CH3:16])[CH2:13][CH3:14])=[CH:8][C:7]=1[CH3:39].[OH-].[Na+].Cl. The catalyst is CO.C1COCC1. The product is [C:34]([Si:31]([CH3:32])([CH3:33])[O:30][CH:25]([C:26]([CH3:29])([CH3:28])[CH3:27])[CH2:24][CH2:23][C:20]1[CH:21]=[CH:22][C:17]([C:12]([C:9]2[CH:10]=[CH:11][C:6]([O:5][CH2:4][C:3]([OH:40])=[O:2])=[C:7]([CH3:39])[CH:8]=2)([CH2:13][CH3:14])[CH2:15][CH3:16])=[CH:18][C:19]=1[CH3:38])([CH3:35])([CH3:37])[CH3:36]. The yield is 1.00.